Regression. Given a peptide amino acid sequence and an MHC pseudo amino acid sequence, predict their binding affinity value. This is MHC class I binding data. From a dataset of Peptide-MHC class I binding affinity with 185,985 pairs from IEDB/IMGT. (1) The peptide sequence is TIYRMVDL. The MHC is H-2-Kb with pseudo-sequence H-2-Kb. The binding affinity (normalized) is 0.924. (2) The peptide sequence is RSLFNTVATLY. The MHC is HLA-A23:01 with pseudo-sequence HLA-A23:01. The binding affinity (normalized) is 0.138. (3) The peptide sequence is AVHGYYIGY. The MHC is HLA-A68:02 with pseudo-sequence HLA-A68:02. The binding affinity (normalized) is 0.0847. (4) The peptide sequence is KQWIIMGLNK. The MHC is Mamu-B08 with pseudo-sequence Mamu-B08. The binding affinity (normalized) is 0. (5) The peptide sequence is QEWERKVDF. The MHC is Mamu-B01 with pseudo-sequence Mamu-B01. The binding affinity (normalized) is 0.